This data is from Catalyst prediction with 721,799 reactions and 888 catalyst types from USPTO. The task is: Predict which catalyst facilitates the given reaction. (1) Reactant: Cl.[F:2][C:3]1[CH:8]=[CH:7][C:6]([CH:9]([C:17]2[CH:22]=[CH:21][C:20]([F:23])=[CH:19][CH:18]=2)[CH:10]2[C:15](=[O:16])[CH2:14][CH2:13][NH:12][CH2:11]2)=[CH:5][CH:4]=1.[F:24][C:25]1[CH:26]=[CH:27][C:28]([O:33][CH3:34])=[C:29]([CH:32]=1)[CH2:30]O.C(N(C(C)C)CC)(C)C.ClCCl. The catalyst class is: 6. Product: [F:2][C:3]1[CH:8]=[CH:7][C:6]([CH:9]([C:17]2[CH:18]=[CH:19][C:20]([F:23])=[CH:21][CH:22]=2)[CH:10]2[C:15](=[O:16])[CH2:14][CH2:13][N:12]([CH2:30][C:29]3[CH:32]=[C:25]([F:24])[CH:26]=[CH:27][C:28]=3[O:33][CH3:34])[CH2:11]2)=[CH:5][CH:4]=1. (2) Reactant: [Br:1][C:2]1[CH:3]=[C:4]([C:7]([O:9][CH2:10][CH3:11])=[O:8])[NH:5][CH:6]=1.ClS([N:16]=[C:17]=O)(=O)=O. Product: [Br:1][C:2]1[CH:3]=[C:4]([C:7]([O:9][CH2:10][CH3:11])=[O:8])[NH:5][C:6]=1[C:17]#[N:16]. The catalyst class is: 10. (3) Reactant: [OH:1][C:2]1[CH:28]=[CH:27][C:5]2[N:6]=[C:7]([N:9]3[CH2:14][CH2:13][CH:12]([O:15][CH2:16][C@@H:17]([NH:19][C:20](=[O:26])[O:21][C:22]([CH3:25])([CH3:24])[CH3:23])[CH3:18])[CH2:11][CH2:10]3)[O:8][C:4]=2[CH:3]=1.C(=O)([O-])[O-].[Cs+].[Cs+].Br[CH:36]1[CH2:39][CH2:38][CH2:37]1. Product: [CH:36]1([O:1][C:2]2[CH:28]=[CH:27][C:5]3[N:6]=[C:7]([N:9]4[CH2:10][CH2:11][CH:12]([O:15][CH2:16][C@@H:17]([NH:19][C:20](=[O:26])[O:21][C:22]([CH3:24])([CH3:23])[CH3:25])[CH3:18])[CH2:13][CH2:14]4)[O:8][C:4]=3[CH:3]=2)[CH2:39][CH2:38][CH2:37]1. The catalyst class is: 39. (4) Reactant: C[CH2:2][N:3]=[C:4]=[N:5][CH2:6][CH2:7][CH2:8][N:9]([CH3:11])C.C(N(CC)CC)C.[C:19]([O-])(O)=[O:20].[Na+].CN(C=[O:28])C. Product: [CH3:19][O:20][N:9]([CH3:11])[C:8]([C:7]1[CH:6]=[N:5][CH:4]=[N:3][CH:2]=1)=[O:28]. The catalyst class is: 142. (5) Reactant: [H-].[Na+].[NH:3]1[CH:7]=[CH:6][N:5]=[C:4]1[C:8]1[CH:13]=[CH:12][N:11]=[CH:10][CH:9]=1.[Br:14][C:15]1[N:16]=[C:17](Br)[C:18]2[N:19]([CH:21]=[CH:22][N:23]=2)[CH:20]=1.O. Product: [Br:14][C:15]1[N:16]=[C:17]([N:3]2[CH:7]=[CH:6][N:5]=[C:4]2[C:8]2[CH:13]=[CH:12][N:11]=[CH:10][CH:9]=2)[C:18]2[N:19]([CH:21]=[CH:22][N:23]=2)[CH:20]=1. The catalyst class is: 3.